From a dataset of Full USPTO retrosynthesis dataset with 1.9M reactions from patents (1976-2016). Predict the reactants needed to synthesize the given product. (1) Given the product [CH2:1]([O:8][C:9]1[CH:14]=[CH:13][C:12]([Br:15])=[CH:11][C:10]=1[C@@H:16]([CH3:22])[CH2:17][C:18]([O:20][CH3:21])=[O:19])[C:2]1[CH:3]=[CH:4][CH:5]=[CH:6][CH:7]=1, predict the reactants needed to synthesize it. The reactants are: [CH2:1]([O:8][C:9]1[CH:14]=[CH:13][C:12]([Br:15])=[CH:11][C:10]=1[CH:16]([CH3:22])[CH2:17][C:18]([O:20][CH3:21])=[O:19])[C:2]1[CH:7]=[CH:6][CH:5]=[CH:4][CH:3]=1.C(=O)=O. (2) Given the product [CH3:13][C:14]1[CH:19]=[CH:18][CH:17]=[CH:16][C:15]=1[NH:20][C:21](=[O:24])[CH2:22][N:10]1[CH2:9][CH2:8][N:7]([C:2]2[CH:3]=[CH:4][CH:5]=[CH:6][N:1]=2)[CH2:12][CH2:11]1, predict the reactants needed to synthesize it. The reactants are: [N:1]1[CH:6]=[CH:5][CH:4]=[CH:3][C:2]=1[N:7]1[CH2:12][CH2:11][NH:10][CH2:9][CH2:8]1.[CH3:13][C:14]1[CH:19]=[CH:18][CH:17]=[CH:16][C:15]=1[NH:20][C:21](=[O:24])[CH2:22]Cl.C(=O)([O-])[O-].[Na+].[Na+]. (3) Given the product [Cl:25][C:22]1[CH:23]=[CH:24][C:19]([S:18][CH:9]([C:10]2[CH:15]=[C:14]([F:16])[CH:13]=[CH:12][C:11]=2[F:17])[C:5]2[C:6]([CH3:8])=[CH:7][C:2]([CH:34]=[O:35])=[N:3][CH:4]=2)=[CH:20][C:21]=1[CH3:26], predict the reactants needed to synthesize it. The reactants are: Br[C:2]1[CH:7]=[C:6]([CH3:8])[C:5]([CH:9]([S:18][C:19]2[CH:24]=[CH:23][C:22]([Cl:25])=[C:21]([CH3:26])[CH:20]=2)[C:10]2[CH:15]=[C:14]([F:16])[CH:13]=[CH:12][C:11]=2[F:17])=[CH:4][N:3]=1.C([Li])CCC.CN(C)[CH:34]=[O:35].O. (4) Given the product [CH2:6]([O:5][C:3](=[O:4])[CH2:2][N:8]1[CH2:14][CH2:13][CH2:12][NH:11][CH2:10][CH2:9]1)[CH3:7], predict the reactants needed to synthesize it. The reactants are: Br[CH2:2][C:3]([O:5][CH2:6][CH3:7])=[O:4].[NH:8]1[CH2:14][CH2:13][CH2:12][NH:11][CH2:10][CH2:9]1.